The task is: Predict the reactants needed to synthesize the given product.. This data is from Full USPTO retrosynthesis dataset with 1.9M reactions from patents (1976-2016). (1) Given the product [S:8]1[CH:12]=[CH:11][C:10]([C:13]2[CH:18]=[CH:17][C:16]([CH:19]([CH2:22][C:24]([O:26][CH:27]([CH3:29])[CH3:28])=[O:25])[CH2:20][NH2:21])=[CH:15][CH:14]=2)=[CH:9]1, predict the reactants needed to synthesize it. The reactants are: FC(F)(F)C(O)=O.[S:8]1[CH:12]=[CH:11][C:10]([C:13]2[CH:18]=[CH:17][C:16]([CH:19]([CH3:22])[CH2:20][NH2:21])=[CH:15][CH:14]=2)=[CH:9]1.Cl[C:24]([O:26][CH:27]([CH3:29])[CH3:28])=[O:25]. (2) Given the product [CH3:1][O:2][C:3]1[CH:8]=[CH:7][N:6]=[C:5]([CH2:9][O:10][C:11]2[CH:16]=[CH:15][CH:14]=[CH:13][C:12]=2[C:17]2[CH:34]=[CH:33][C:20]3[CH2:21][CH2:22][NH:23][CH2:24][CH2:25][C:19]=3[CH:18]=2)[CH:4]=1, predict the reactants needed to synthesize it. The reactants are: [CH3:1][O:2][C:3]1[CH:8]=[CH:7][N:6]=[C:5]([CH2:9][O:10][C:11]2[CH:16]=[CH:15][CH:14]=[CH:13][C:12]=2[C:17]2[CH:34]=[CH:33][C:20]3[CH2:21][CH2:22][N:23](C(OC(C)(C)C)=O)[CH2:24][CH2:25][C:19]=3[CH:18]=2)[CH:4]=1.Cl. (3) Given the product [CH:13]1([N:16]2[C:20]3[N:21]=[C:22]([C:31]4[CH:37]=[CH:36][C:34]([NH:35][C:5]([NH:44][C:41]5[CH:42]=[CH:43][N:38]=[CH:39][CH:40]=5)=[O:11])=[CH:33][CH:32]=4)[N:23]=[C:24]([N:25]4[CH2:30][CH2:29][O:28][CH2:27][CH2:26]4)[C:19]=3[N:18]=[N:17]2)[CH2:15][CH2:14]1, predict the reactants needed to synthesize it. The reactants are: ClC(Cl)(O[C:5](=[O:11])OC(Cl)(Cl)Cl)Cl.[CH:13]1([N:16]2[C:20]3[N:21]=[C:22]([C:31]4[CH:37]=[CH:36][C:34]([NH2:35])=[CH:33][CH:32]=4)[N:23]=[C:24]([N:25]4[CH2:30][CH2:29][O:28][CH2:27][CH2:26]4)[C:19]=3[N:18]=[N:17]2)[CH2:15][CH2:14]1.[N:38]1[CH:43]=[CH:42][C:41]([NH2:44])=[CH:40][CH:39]=1.CCN(CC)CC. (4) Given the product [CH3:34][NH:35][C:5]1[N:6]=[CH:7][C:8]2[C:17]3[CH:16]=[CH:15][C:14]([C:18]([OH:20])=[O:19])=[CH:13][C:12]=3[N:11]=[C:10]([NH:22][C:23]3[CH:28]=[CH:27][CH:26]=[CH:25][CH:24]=3)[C:9]=2[N:29]=1, predict the reactants needed to synthesize it. The reactants are: CS([C:5]1[N:6]=[CH:7][C:8]2[C:17]3[CH:16]=[CH:15][C:14]([C:18]([O:20]C)=[O:19])=[CH:13][C:12]=3[N:11]=[C:10]([NH:22][C:23]3[CH:28]=[CH:27][CH:26]=[CH:25][CH:24]=3)[C:9]=2[N:29]=1)(=O)=O.Cl.CN.C[CH2:34][N:35](C(C)C)C(C)C.[Li+].[OH-]. (5) Given the product [F:1][C:2]1[C:3]([CH3:10])=[C:4]([CH:5]([CH2:20][C:19]([C:15]2[CH:16]=[CH:17][CH:18]=[C:13]([O:12][CH3:11])[CH:14]=2)=[O:22])[CH2:20][C:19]([C:15]2[CH:16]=[CH:17][CH:18]=[C:13]([O:12][CH3:11])[CH:14]=2)=[O:21])[CH:7]=[CH:8][CH:9]=1, predict the reactants needed to synthesize it. The reactants are: [F:1][C:2]1[C:3]([CH3:10])=[C:4]([CH:7]=[CH:8][CH:9]=1)[CH:5]=O.[CH3:11][O:12][C:13]1[CH:14]=[C:15]([C:19](=[O:21])[CH3:20])[CH:16]=[CH:17][CH:18]=1.[OH-:22].[Na+]. (6) Given the product [Cl:1][C:2]1[CH:18]=[CH:17][CH:16]=[CH:15][C:3]=1[N:4]([CH3:14])[C:5]1[C:6]([NH2:11])=[CH:7][CH:8]=[CH:9][CH:10]=1, predict the reactants needed to synthesize it. The reactants are: [Cl:1][C:2]1[CH:18]=[CH:17][CH:16]=[CH:15][C:3]=1[N:4]([CH3:14])[C:5]1[CH:10]=[CH:9][CH:8]=[CH:7][C:6]=1[N+:11]([O-])=O. (7) Given the product [CH3:3][CH:2]([C:4]1[C:12]2[CH2:11][CH2:10][CH2:9][CH2:8][C:7]=2[N:6]([CH2:13][C:14]2[CH:15]=[CH:16][C:17]([C:18]([OH:20])=[O:19])=[CH:22][CH:23]=2)[N:5]=1)[CH3:1], predict the reactants needed to synthesize it. The reactants are: [CH3:1][CH:2]([C:4]1[C:12]2[CH2:11][CH2:10][CH2:9][CH2:8][C:7]=2[N:6]([CH2:13][C:14]2[CH:23]=[CH:22][C:17]([C:18]([O:20]C)=[O:19])=[CH:16][CH:15]=2)[N:5]=1)[CH3:3].O.[OH-].[Li+].O. (8) Given the product [C:11]([O:15][C:16]([N:18]1[CH2:23][CH2:22][CH:21]([NH:24][C:4]2[N:3]=[C:2]([NH2:1])[C:7]([C:8]#[N:9])=[CH:6][N:5]=2)[CH2:20][CH2:19]1)=[O:17])([CH3:14])([CH3:12])[CH3:13], predict the reactants needed to synthesize it. The reactants are: [NH2:1][C:2]1[C:7]([C:8]#[N:9])=[CH:6][N:5]=[C:4](Cl)[N:3]=1.[C:11]([O:15][C:16]([N:18]1[CH2:23][CH2:22][CH:21]([NH2:24])[CH2:20][CH2:19]1)=[O:17])([CH3:14])([CH3:13])[CH3:12]. (9) Given the product [CH3:18][C:15]1([CH3:19])[O:16][CH2:17][CH:12]([CH2:11][NH:10][CH2:20][C:21]2[C:25]3[N:26]=[CH:27][NH:28][C:29](=[O:30])[C:24]=3[NH:23][CH:22]=2)[CH2:13][O:14]1, predict the reactants needed to synthesize it. The reactants are: [CH]Cl.C([N:10]([CH2:20][C:21]1[C:25]2[N:26]=[CH:27][NH:28][C:29](=[O:30])[C:24]=2[NH:23][CH:22]=1)[CH2:11][CH:12]1[CH2:17][O:16][C:15]([CH3:19])([CH3:18])[O:14][CH2:13]1)C1C=CC=CC=1.